Binary Classification. Given a miRNA mature sequence and a target amino acid sequence, predict their likelihood of interaction. From a dataset of Experimentally validated miRNA-target interactions with 360,000+ pairs, plus equal number of negative samples. (1) The miRNA is hsa-miR-610 with sequence UGAGCUAAAUGUGUGCUGGGA. The protein sequence of the target gene is MSIFTPTNQIRLTNVAVVRMKRAGKRFEIACYKNKVVGWRSGVEKDLDEVLQTHSVFVNVSKGQVAKKEDLISAFGTDDQTEICKQILTKGEVQVSDKERHTQLEQMFRDIATIVADKCVNPETKRPYTVILIERAMKDIHYSVKTNKSTKQQALEVIKQLKEKMKIERAHMRLRFILPVNEGKKLKEKLKPLIKVIESEDYGQQLEIVCLIDPGCFREIDELIKKETKGKGSLEVLNLKDVEEGDEKFE. Result: 0 (no interaction). (2) The miRNA is hsa-miR-548b-3p with sequence CAAGAACCUCAGUUGCUUUUGU. The protein sequence of the target gene is MNIFRLTGDLSHLAAIVILLLKIWKTRSCAGISGKSQLLFALVFTTRYLDLFTSFISLYNTSMKLIYIACSYATVYLIYMKFKATYDGNHDTFRVEFLVVPVGGLSFLVNHDFSPLEILWTFSIYLESVAILPQLFMISKTGEAETITTHYLFFLGLYRALYLVNWIWRFYFEGFFDLIAVVAGVVQTILYCDFFYLYITKVLKGKKLSLPA. Result: 0 (no interaction). (3) The miRNA is hsa-miR-23b-5p with sequence UGGGUUCCUGGCAUGCUGAUUU. The protein sequence of the target gene is MSAKLGKSSSLLTQTSEECNGILTEKMEEEEQTCDPDSSLHWSSSYSPETFRQQFRQFGYQDSPGPHEALSRLWELCHLWLRPEVHTKEQILELLVLEQFLAILPKELQAWVQKHHPENGEETVTMLEDVERELDGPKQIFFGRRKDMIAEKLAPSEITEELPSSQLMPVKKQLQGASWELQSLRPHDEDIKTTNVKSASRQKTSLGIELHCNVSNILHMNGSQSSTYRGTYEQDGRFEKRQGNPSWKKQQKCDECGKIFSQSSALILHQRIHSGKKPYACDECAKAFSRSAILIQHRRT.... Result: 0 (no interaction). (4) The protein sequence of the target gene is MAEPSVESSSPGGSATSEDHEFDPSADMLVHDFDDERTLEEEEMMEGETNFSSEIEDLAREGDMPIHELLSLYGYDSTVRLPEEEEEEEEEEEGEDDEDADNDDNSGCSGENKEENIKDSSGQEDETQSSNDDPSQSVTSQDAQEIIRPRRCKYFDTNSEIEEESEEDEDYIPSEDWKKEIMVGSMFQAEIPVGVCRYKENEKVYENDDQLLWDPECLPEEKVVVFLKDASRRTGDEKGVEAIPEGSHIKDNEQALYELVKCSFDTEEALRRLRFNVKAAREELSVWTEEECRNFEQGLK.... The miRNA is mmu-miR-1928 with sequence AGCUACAUUGCCAGCUC. Result: 0 (no interaction). (5) The miRNA is mmu-miR-1843b-3p with sequence CCGAUCGUUCCCCUCCAUAC. The protein sequence of the target gene is MASALNSKIHPPGTCASSKADARGGSGWRMDCDPEMHVKMCKKIAQLTKVIYALNTRQDEVEVSVESIREAHQEDLQDTGAETRTRLPQEQSRTSEDAETLLKRIQTLENALELQKRLTQEALAESASCKLETKERELRVEAEHAERVLILSKEMLELKADYEKRLQLLTSHEGPQWGQLSQESPDATAESSQRPEMHQVLLEVERLRAENKQLSQDYARKAEELQATYERENEAIRQAMQQSVSEALWQWQEKESGLRKNFQVQESALQAQVRKLEGDLEHRGRKISDLKKYAQKLKER.... Result: 0 (no interaction). (6) The miRNA is hsa-miR-4801 with sequence UACACAAGAAAACCAAGGCUCA. The protein sequence of the target gene is MSTADLMRRWVIALLLAAAGVAAEDSCSRNEFQCRDGKCIASKWVCDGSPECPDGSDESPETCMSVTCQSNQFSCGGRVSRCIPDSWRCDGQVDCENDSDEQGCPPKTCSQDDFRCQDGKCISPQFVCDGDRDCLDGSDEAHCQATTCGPAHFRCNSSICIPSLWACDGDVDCVDGSDEWPQNCQGRDTASKGVSSPCSSLEFHCGSSECIHRSWVCDGEADCKDKSDEEHCAVATCRPDEFQCADGSCIHGSRQCDREHDCKDMSDELGCVNVTQCDGPNKFKCHSGECISLDKVCDSA.... Result: 0 (no interaction). (7) The miRNA is mmu-miR-574-3p with sequence CACGCUCAUGCACACACCCACA. The protein sequence of the target gene is MAGCCCLSAEEKESQRISAEIERQLRRDKKDARRELKLLLLGTGESGKSTFIKQMRIIHGSGYSDEDRKGFTKLVYQNIFTAMQAMIRAMDTLRIQYMCEQNKENAQIIREVEVDKVTALSRDQVAAIKQLWLDPGIQECYDRRREYQLSDSAKYYLTDIERIAMPSFVPTQQDVLRVRVPTTGIIEYPFDLENIIFRMVDVGGQRSERRKWIHCFESVTSIIFLVALSEYDQVLAECDNENRMEESKALFRTIITYPWFLNSSVILFLNKKDLLEEKIMYSHLISYFPEYTGPKQDVKA.... Result: 0 (no interaction).